Dataset: Reaction yield outcomes from USPTO patents with 853,638 reactions. Task: Predict the reaction yield, written as a fraction of the theoretical maximum amount of product (1.0 means a 100% yield; for example, 0.34 means a 34% yield). (1) The reactants are Cl.C(O[C:5]([C:7]1[CH:8]=[C:9]2[C:13](=[CH:14][CH:15]=1)[NH:12][N:11]=[C:10]2[C:16]1[CH:21]=[CH:20][C:19]([F:22])=[CH:18][CH:17]=1)=[NH:6])C.C[O-].[Na+].[NH2:26][NH:27][C:28](=O)[CH2:29][N:30]1[CH2:35][CH2:34][O:33][CH2:32][CH2:31]1. The catalyst is C(O)C.CO. The product is [F:22][C:19]1[CH:18]=[CH:17][C:16]([C:10]2[C:9]3[C:13](=[CH:14][CH:15]=[C:7]([C:5]4[N:6]=[C:28]([CH2:29][N:30]5[CH2:35][CH2:34][O:33][CH2:32][CH2:31]5)[NH:27][N:26]=4)[CH:8]=3)[NH:12][N:11]=2)=[CH:21][CH:20]=1. The yield is 0.0500. (2) The reactants are [O:1]=[C:2]1[C:11]2[C:6](=[CH:7][C:8]([C:12]([O:14][CH3:15])=[O:13])=[CH:9][CH:10]=2)[N:5]=[CH:4][NH:3]1.C([O-])([O-])=O.[K+].[K+].[F:22][C:23]1[CH:30]=[CH:29][CH:28]=[CH:27][C:24]=1[CH2:25]Cl. The catalyst is C(#N)C. The product is [F:22][C:23]1[CH:30]=[CH:29][CH:28]=[CH:27][C:24]=1[CH2:25][N:3]1[C:2](=[O:1])[C:11]2[C:6](=[CH:7][C:8]([C:12]([O:14][CH3:15])=[O:13])=[CH:9][CH:10]=2)[N:5]=[CH:4]1. The yield is 0.700.